Task: Predict which catalyst facilitates the given reaction.. Dataset: Catalyst prediction with 721,799 reactions and 888 catalyst types from USPTO Reactant: C([NH:3][CH2:4][C:5]1[C:6]([CH3:12])=[C:7]([CH:9]=[CH:10][CH:11]=1)[NH2:8])C.[C:21](O[C:21]([O:23][C:24]([CH3:27])([CH3:26])[CH3:25])=[O:22])([O:23][C:24]([CH3:27])([CH3:26])[CH3:25])=[O:22]. Product: [NH2:8][C:7]1[C:6]([CH3:12])=[C:5]([CH:11]=[CH:10][CH:9]=1)[CH2:4][NH:3][C:21](=[O:22])[O:23][C:24]([CH3:25])([CH3:26])[CH3:27]. The catalyst class is: 1.